From a dataset of Retrosynthesis with 50K atom-mapped reactions and 10 reaction types from USPTO. Predict the reactants needed to synthesize the given product. (1) The reactants are: CCNCc1ncc[nH]1.Cc1ccc(N(CC(=O)O)S(=O)(=O)c2ccc(C(C)(C)C)cc2)cc1. Given the product CCN(Cc1ncc[nH]1)C(=O)CN(c1ccc(C)cc1)S(=O)(=O)c1ccc(C(C)(C)C)cc1, predict the reactants needed to synthesize it. (2) Given the product NC1(C2CC(=O)N(Cc3ccccc3)C2)CCC1, predict the reactants needed to synthesize it. The reactants are: CC(C)(C)OC(=O)NC1(C2CC(=O)N(Cc3ccccc3)C2)CCC1.